This data is from Reaction yield outcomes from USPTO patents with 853,638 reactions. The task is: Predict the reaction yield, written as a fraction of the theoretical maximum amount of product (1.0 means a 100% yield; for example, 0.34 means a 34% yield). (1) The reactants are [Br:1][C:2]1[C:3]([CH3:21])=[C:4]([N:8]2[C:17](=[O:18])[C:16]3[C:11](=[CH:12][CH:13]=[C:14]([F:19])[CH:15]=3)[NH:10][C:9]2=[O:20])[CH:5]=[CH:6][CH:7]=1.IC.[C:24]([O-])([O-])=O.[Cs+].[Cs+]. The catalyst is C1COCC1. The product is [Br:1][C:2]1[C:3]([CH3:21])=[C:4]([N:8]2[C:17](=[O:18])[C:16]3[C:11](=[CH:12][CH:13]=[C:14]([F:19])[CH:15]=3)[N:10]([CH3:24])[C:9]2=[O:20])[CH:5]=[CH:6][CH:7]=1. The yield is 0.960. (2) The reactants are C(O[C:4](=[N:6][C:7](=O)[C:8]1[CH:13]=[CH:12][CH:11]=[CH:10][CH:9]=1)[CH3:5])C.Cl.[NH:16]([C:18]1[CH:23]=[CH:22][C:21]([S:24]([NH2:27])(=[O:26])=[O:25])=[CH:20][CH:19]=1)[NH2:17].C(N(CC)CC)C.O. The catalyst is ClCCl.CO. The product is [CH3:5][C:4]1[N:6]=[C:7]([C:8]2[CH:13]=[CH:12][CH:11]=[CH:10][CH:9]=2)[N:16]([C:18]2[CH:23]=[CH:22][C:21]([S:24]([NH2:27])(=[O:25])=[O:26])=[CH:20][CH:19]=2)[N:17]=1. The yield is 0.560. (3) The yield is 0.510. The product is [C:50]([CH2:49][NH:48][C:23]([C:10]1[C:9]([O:8][CH2:1][C:2]2[CH:7]=[CH:6][CH:5]=[CH:4][CH:3]=2)=[CH:14][C:13]([O:15][CH2:16][C:17]2[CH:22]=[CH:21][CH:20]=[CH:19][CH:18]=2)=[CH:12][N:11]=1)=[O:24])(=[O:51])[NH2:52]. The catalyst is CN(C=O)C. The reactants are [CH2:1]([O:8][C:9]1[C:10]([C:23](O)=[O:24])=[N:11][CH:12]=[C:13]([O:15][CH2:16][C:17]2[CH:22]=[CH:21][CH:20]=[CH:19][CH:18]=2)[CH:14]=1)[C:2]1[CH:7]=[CH:6][CH:5]=[CH:4][CH:3]=1.CN(C)CCCN=C=NCC.ON1C2C=CC=CC=2N=N1.Cl.[NH2:48][CH2:49][C:50]([NH2:52])=[O:51].C(N(C(C)C)CC)(C)C. (4) The reactants are CC1(C)CCCC(C)(C)N1.C(=O)=O.[Li]CCCC.[Cl:19][C:20]1[CH:25]=[N:24][CH:23]=[CH:22][N:21]=1.[C:26]1([C:32]2[CH:41]=[CH:40][C:39]3[C:34](=[CH:35][C:36]([CH:42]=[O:43])=[CH:37][CH:38]=3)[N:33]=2)[CH:31]=[CH:30][CH:29]=[CH:28][CH:27]=1. The catalyst is C1COCC1.CC(C)=O. The product is [Cl:19][C:20]1[C:25]([CH:42]([C:36]2[CH:35]=[C:34]3[C:39]([CH:40]=[CH:41][C:32]([C:26]4[CH:27]=[CH:28][CH:29]=[CH:30][CH:31]=4)=[N:33]3)=[CH:38][CH:37]=2)[OH:43])=[N:24][CH:23]=[CH:22][N:21]=1. The yield is 0.100. (5) The reactants are [CH3:1][O:2][C:3]1[N:8]=[CH:7][C:6](B(O)O)=[CH:5][N:4]=1.Cl[C:13]1[N:18]=[C:17]([NH:19][C:20]([C:22]2([C:25]3[CH:35]=[CH:34][C:28]4[O:29][C:30]([F:33])([F:32])[O:31][C:27]=4[CH:26]=3)[CH2:24][CH2:23]2)=[O:21])[CH:16]=[CH:15][C:14]=1[CH3:36]. The product is [F:33][C:30]1([F:32])[O:29][C:28]2[CH:34]=[CH:35][C:25]([C:22]3([C:20]([NH:19][C:17]4[CH:16]=[CH:15][C:14]([CH3:36])=[C:13]([C:6]5[CH:5]=[N:4][C:3]([O:2][CH3:1])=[N:8][CH:7]=5)[N:18]=4)=[O:21])[CH2:24][CH2:23]3)=[CH:26][C:27]=2[O:31]1. The yield is 0.640. The catalyst is COCCOC.C([O-])([O-])=O.[Na+].[Na+].C1C=CC([P]([Pd]([P](C2C=CC=CC=2)(C2C=CC=CC=2)C2C=CC=CC=2)([P](C2C=CC=CC=2)(C2C=CC=CC=2)C2C=CC=CC=2)[P](C2C=CC=CC=2)(C2C=CC=CC=2)C2C=CC=CC=2)(C2C=CC=CC=2)C2C=CC=CC=2)=CC=1. (6) The reactants are [F:1][C:2]1[CH:7]=[C:6]([CH3:8])[CH:5]=[CH:4][C:3]=1[OH:9].[N+:10]([O-])([OH:12])=[O:11]. The catalyst is ClCCl. The product is [F:1][C:2]1[CH:7]=[C:6]([CH3:8])[CH:5]=[C:4]([N+:10]([O-:12])=[O:11])[C:3]=1[OH:9]. The yield is 0.930. (7) The reactants are [Cl:1][C:2]1[CH:3]=[C:4]2[C:9](=[CH:10][CH:11]=1)[N:8]=[C:7]([NH:12][C:13](=[O:17])OCC)[C:6]([O:18][CH3:19])=[N:5]2.[C:20]([C:22]1[CH:27]=[CH:26][CH:25]=[CH:24][C:23]=1[N:28]1[CH2:33][CH2:32][NH:31][CH2:30][CH2:29]1)#[N:21]. No catalyst specified. The product is [Cl:1][C:2]1[CH:3]=[C:4]2[C:9](=[CH:10][CH:11]=1)[N:8]=[C:7]([NH:12][C:13]([N:31]1[CH2:30][CH2:29][N:28]([C:23]3[CH:24]=[CH:25][CH:26]=[CH:27][C:22]=3[C:20]#[N:21])[CH2:33][CH2:32]1)=[O:17])[C:6]([O:18][CH3:19])=[N:5]2. The yield is 0.890.